This data is from Catalyst prediction with 721,799 reactions and 888 catalyst types from USPTO. The task is: Predict which catalyst facilitates the given reaction. (1) Reactant: [NH2:1][C:2]1[C:3]2[CH:16]=[C:15]([CH:17]([OH:20])CO)[S:14][C:4]=2[N:5]=[C:6]([C:8]2[O:9][C:10]([CH3:13])=[CH:11][CH:12]=2)[N:7]=1.C([O-])(O)=O.[Na+]. Product: [NH2:1][C:2]1[C:3]2[CH:16]=[C:15]([CH:17]=[O:20])[S:14][C:4]=2[N:5]=[C:6]([C:8]2[O:9][C:10]([CH3:13])=[CH:11][CH:12]=2)[N:7]=1. The catalyst class is: 1. (2) Reactant: ClC1C=C(N(CC2C=CC(OC)=CC=2)C2C=CC=CC=2)C2N(C(C=CC3C=CN=CC=3)=CN=2)N=1.Cl[C:36]1[CH:37]=[C:38]([NH:47][C:48]2[CH:53]=[CH:52][C:51]([S:54]([NH:57][CH3:58])(=[O:56])=[O:55])=[CH:50][CH:49]=2)[C:39]2[N:40]([C:42]([C:45]#[N:46])=[CH:43][N:44]=2)[N:41]=1.C(N1CCCC(NC2C=C(N(CC3C=CC(OC)=CC=3)C3C=CC=CC=3)C3N(C(C#N)=CN=3)N=2)C1)C1C=CC=CC=1.[C@H:100]1([NH2:107])[CH2:105][CH2:104][C@H:103]([NH2:106])[CH2:102][CH2:101]1. Product: [NH2:106][C@H:103]1[CH2:104][CH2:105][C@H:100]([NH:107][C:36]2[CH:37]=[C:38]([NH:47][C:48]3[CH:53]=[CH:52][C:51]([S:54]([NH:57][CH3:58])(=[O:56])=[O:55])=[CH:50][CH:49]=3)[C:39]3[N:40]([C:42]([C:45]#[N:46])=[CH:43][N:44]=3)[N:41]=2)[CH2:101][CH2:102]1. The catalyst class is: 2.